This data is from Catalyst prediction with 721,799 reactions and 888 catalyst types from USPTO. The task is: Predict which catalyst facilitates the given reaction. (1) Reactant: N[C:2]([CH3:6])=[CH:3][C:4]#[N:5].[C:7]1([NH:13][NH2:14])[CH:12]=[CH:11][CH:10]=[CH:9][CH:8]=1.C([O-])([O-])=O.[Na+].[Na+]. Product: [CH3:6][C:2]1[CH:3]=[C:4]([NH2:5])[N:13]([C:7]2[CH:12]=[CH:11][CH:10]=[CH:9][CH:8]=2)[N:14]=1. The catalyst class is: 33. (2) Reactant: [NH2:1][C:2]1([CH3:13])[C:7](=[O:8])[N:6]([CH2:9][CH3:10])[C:5](=[O:11])[NH:4][C:3]1=[O:12].[F:14][C:15]1[C:16]([F:28])=[C:17]([F:27])[C:18]([F:26])=[C:19]2[C:24](=O)[O:23][C:21](=[O:22])[C:20]=12. Product: [CH2:9]([N:6]1[C:7](=[O:8])[C:2]([CH3:13])([N:1]2[C:21](=[O:22])[C:20]3[C:19](=[C:18]([F:26])[C:17]([F:27])=[C:16]([F:28])[C:15]=3[F:14])[C:24]2=[O:23])[C:3](=[O:12])[NH:4][C:5]1=[O:11])[CH3:10]. The catalyst class is: 52. (3) The catalyst class is: 734. Reactant: [F:1][C:2]([F:14])([O:6][C:7]1[CH:8]=[C:9]([CH3:13])[CH:10]=[CH:11][CH:12]=1)[CH:3]([F:5])[F:4].[Br:15]N1C(=O)CCC1=O. Product: [F:1][C:2]([F:14])([O:6][C:7]1[CH:8]=[C:9]([CH2:13][Br:15])[CH:10]=[CH:11][CH:12]=1)[CH:3]([F:4])[F:5]. (4) Reactant: Cl.Cl.[NH2:3][CH:4]1[C:22](=[O:23])[N:21]2[CH:17]([CH2:18][CH:19]([O:24][C:25]3[C:34]4[C:29](=[CH:30][CH:31]=[CH:32][CH:33]=4)[CH:28]=[CH:27][N:26]=3)[CH2:20]2)[C:16](=[O:35])[NH:15][C:14]2([C:36]([NH:38][S:39]([CH:42]3[CH2:44][CH2:43]3)(=[O:41])=[O:40])=[O:37])[CH:12]([CH2:13]2)[CH:11]=[CH:10][CH2:9][CH2:8][CH2:7][CH2:6][CH2:5]1.CCN(C(C)C)C(C)C.Cl[C:55]([O:57][CH:58]1[CH2:62][CH2:61][O:60][CH2:59]1)=[O:56]. Product: [O:60]1[CH2:61][CH2:62][CH:58]([O:57][C:55](=[O:56])[NH:3][CH:4]2[C:22](=[O:23])[N:21]3[CH:17]([CH2:18][CH:19]([O:24][C:25]4[C:34]5[C:29](=[CH:30][CH:31]=[CH:32][CH:33]=5)[CH:28]=[CH:27][N:26]=4)[CH2:20]3)[C:16](=[O:35])[NH:15][C:14]3([C:36]([NH:38][S:39]([CH:42]4[CH2:43][CH2:44]4)(=[O:40])=[O:41])=[O:37])[CH:12]([CH2:13]3)[CH:11]=[CH:10][CH2:9][CH2:8][CH2:7][CH2:6][CH2:5]2)[CH2:59]1. The catalyst class is: 2. (5) Reactant: [CH2:1]([O:4][C:5]([C:7]1[N:8]=[C:9]([N:12]2[CH2:15][CH:14](OS(C)(=O)=O)[CH2:13]2)[S:10][CH:11]=1)=[O:6])[CH:2]=[CH2:3].[C:21]([O-:24])(=[S:23])[CH3:22].[K+]. Product: [C:21]([S:23][CH:14]1[CH2:13][N:12]([C:9]2[S:10][CH:11]=[C:7]([C:5]([O:4][CH2:1][CH:2]=[CH2:3])=[O:6])[N:8]=2)[CH2:15]1)(=[O:24])[CH3:22]. The catalyst class is: 9. (6) The catalyst class is: 9. Product: [O:1]1[CH:5]=[CH:4][C:3]([C:6]2[C:15]3[C:16](=[O:19])[O:17][CH2:18][C:14]=3[C:13]([O:20][CH3:27])=[C:12]3[C:7]=2[CH:8]=[C:9]([O:23][CH3:24])[C:10]([O:21][CH3:22])=[CH:11]3)=[CH:2]1. Reactant: [O:1]1[CH:5]=[CH:4][C:3]([C:6]2[C:15]3[C:16](=[O:19])[O:17][CH2:18][C:14]=3[C:13]([OH:20])=[C:12]3[C:7]=2[CH:8]=[C:9]([O:23][CH3:24])[C:10]([O:21][CH3:22])=[CH:11]3)=[CH:2]1.IC.[C:27](=O)([O-])[O-].[K+].[K+].[Cl-].[NH4+].